This data is from Reaction yield outcomes from USPTO patents with 853,638 reactions. The task is: Predict the reaction yield, written as a fraction of the theoretical maximum amount of product (1.0 means a 100% yield; for example, 0.34 means a 34% yield). (1) The reactants are [CH:1]1([C:6]2[CH:10]=[C:9]([NH:11][C:12]([NH:14][C:15]3[CH:20]=[C:19]([C:21]4[C:32](=[O:33])[N:31]([CH3:34])[C:24]5[N:25]=[C:26](SC)[N:27]=[CH:28][C:23]=5[CH:22]=4)[CH:18]=[CH:17][C:16]=3[F:35])=[O:13])[N:8]([CH3:36])[N:7]=2)[CH2:5][CH2:4][CH2:3][CH2:2]1.[CH3:37][NH2:38]. No catalyst specified. The product is [CH:1]1([C:6]2[CH:10]=[C:9]([NH:11][C:12]([NH:14][C:15]3[CH:20]=[C:19]([C:21]4[C:32](=[O:33])[N:31]([CH3:34])[C:24]5[N:25]=[C:26]([NH:38][CH3:37])[N:27]=[CH:28][C:23]=5[CH:22]=4)[CH:18]=[CH:17][C:16]=3[F:35])=[O:13])[N:8]([CH3:36])[N:7]=2)[CH2:5][CH2:4][CH2:3][CH2:2]1. The yield is 0.200. (2) The reactants are [CH2:1]([C:8]1[O:12][C:11]([C:13]2[CH:18]=[C:17]([F:19])[CH:16]=[CH:15][C:14]=2[F:20])=[N:10][C:9]=1[CH:21]=[N:22][S:23]([C:25]([CH3:28])([CH3:27])[CH3:26])=[O:24])[C:2]1[CH:7]=[CH:6][CH:5]=[CH:4][CH:3]=1.[Li][C:30]([CH3:33])([CH3:32])[CH3:31]. The catalyst is C1COCC1. The product is [CH2:1]([C:8]1[O:12][C:11]([C:13]2[CH:18]=[C:17]([F:19])[CH:16]=[CH:15][C:14]=2[F:20])=[N:10][C:9]=1[CH:21]([NH:22][S:23]([C:25]([CH3:28])([CH3:27])[CH3:26])=[O:24])[C:30]([CH3:33])([CH3:32])[CH3:31])[C:2]1[CH:3]=[CH:4][CH:5]=[CH:6][CH:7]=1. The yield is 0.386. (3) The reactants are [C:1]([N:8]1[CH2:11][CH:10]([OH:12])[CH2:9]1)([O:3][C:4]([CH3:7])([CH3:6])[CH3:5])=[O:2].[H-].[Na+].[Cl-].Cl[CH2:17][C:18]1[S:19][CH:20]=[CH:21][NH+:22]=1. The catalyst is CN(C=O)C.CCN(C(C)C)C(C)C.O. The product is [S:19]1[CH:20]=[CH:21][N:22]=[C:18]1[CH2:17][O:12][CH:10]1[CH2:11][N:8]([C:1]([O:3][C:4]([CH3:7])([CH3:6])[CH3:5])=[O:2])[CH2:9]1. The yield is 0.480. (4) The yield is 0.780. The product is [CH:8]([C@@H:11]1[NH:16][C:15](=[O:17])[C@H:14]([CH:18]([CH3:20])[CH3:19])[NH:13][C:12]1=[O:21])([CH3:10])[CH3:9]. The reactants are N[C@@H](C(C)C)CO.[CH:8]([CH:11]1[NH:16][C:15](=[O:17])[CH:14]([CH:18]([CH3:20])[CH3:19])[NH:13][C:12]1=[O:21])([CH3:10])[CH3:9]. No catalyst specified. (5) The reactants are [O:1]=[C:2]1[C:10]2[C:5](=[CH:6][CH:7]=[CH:8][CH:9]=2)[C:4](=[O:11])[N:3]1[CH2:12][CH2:13][CH2:14][CH:15]=[O:16].[Br:17]C1(Br)C(=O)NC(=O)NC1=O.O. The catalyst is C(#N)C. The product is [Br:17][CH:14]([CH2:13][CH2:12][N:3]1[C:4](=[O:11])[C:5]2[C:10](=[CH:9][CH:8]=[CH:7][CH:6]=2)[C:2]1=[O:1])[CH:15]=[O:16]. The yield is 0.970. (6) The reactants are [C:1]([O:5][C:6](=[O:17])[NH:7][C@H:8]([C:11]1[CH:16]=[CH:15][CH:14]=[CH:13][CH:12]=1)[CH2:9][NH2:10])([CH3:4])([CH3:3])[CH3:2].[N+:18]([C:21]1[CH:26]=[CH:25][CH:24]=[CH:23][C:22]=1I)([O-:20])=[O:19].C1(P(C2C=CC=CC=2)C2C3OC4C(=CC=CC=4P(C4C=CC=CC=4)C4C=CC=CC=4)C(C)(C)C=3C=CC=2)C=CC=CC=1.C([O-])([O-])=O.[Cs+].[Cs+]. The catalyst is C1(C)C=CC=CC=1.C1C=CC(/C=C/C(/C=C/C2C=CC=CC=2)=O)=CC=1.C1C=CC(/C=C/C(/C=C/C2C=CC=CC=2)=O)=CC=1.C1C=CC(/C=C/C(/C=C/C2C=CC=CC=2)=O)=CC=1.[Pd].[Pd]. The product is [C:1]([O:5][C:6](=[O:17])[NH:7][C@H:8]([C:11]1[CH:12]=[CH:13][CH:14]=[CH:15][CH:16]=1)[CH2:9][NH:10][C:22]1[CH:23]=[CH:24][CH:25]=[CH:26][C:21]=1[N+:18]([O-:20])=[O:19])([CH3:4])([CH3:2])[CH3:3]. The yield is 0.640. (7) The reactants are [CH2:1]([O:8][C:9]1[C:14]([N+:15]([O-:17])=[O:16])=[C:13](Cl)[CH:12]=[CH:11][N:10]=1)[C:2]1[CH:7]=[CH:6][CH:5]=[CH:4][CH:3]=1.[F:19][C:20]1[C:21]([O:30][CH3:31])=[CH:22][C:23]([CH3:29])=[C:24](B(O)O)[CH:25]=1. No catalyst specified. The product is [CH2:1]([O:8][C:9]1[C:14]([N+:15]([O-:17])=[O:16])=[C:13]([C:24]2[CH:25]=[C:20]([F:19])[C:21]([O:30][CH3:31])=[CH:22][C:23]=2[CH3:29])[CH:12]=[CH:11][N:10]=1)[C:2]1[CH:7]=[CH:6][CH:5]=[CH:4][CH:3]=1. The yield is 0.830. (8) The reactants are [CH2:1]([C:3]1[N:7]([C:8]2[N:16]=[C:15]3[C:11]([N:12]=[C:13]([CH:18]=O)[N:14]3[CH3:17])=[C:10]([N:20]3[CH2:25][CH2:24][O:23][CH2:22][CH2:21]3)[N:9]=2)[C:6]2[CH:26]=[CH:27][CH:28]=[CH:29][C:5]=2[N:4]=1)[CH3:2].[NH:30]1[CH2:33][CH:32]([N:34]2[CH2:38][CH2:37][C@H:36]([F:39])[CH2:35]2)[CH2:31]1.C(O[BH-](OC(=O)C)OC(=O)C)(=O)C.[Na+]. The catalyst is ClCCCl. The product is [CH2:1]([C:3]1[N:7]([C:8]2[N:16]=[C:15]3[C:11]([N:12]=[C:13]([CH2:18][N:30]4[CH2:33][CH:32]([N:34]5[CH2:38][CH2:37][C@H:36]([F:39])[CH2:35]5)[CH2:31]4)[N:14]3[CH3:17])=[C:10]([N:20]3[CH2:21][CH2:22][O:23][CH2:24][CH2:25]3)[N:9]=2)[C:6]2[CH:26]=[CH:27][CH:28]=[CH:29][C:5]=2[N:4]=1)[CH3:2]. The yield is 0.630. (9) The reactants are [CH2:1]([C:4]1[N:5]=[C:6]([C@@H:26]2[C@H:30]([CH2:31][CH3:32])[CH2:29][C@H:28]([NH:33][S:34]([CH:37]3[CH2:39][CH2:38]3)(=[O:36])=[O:35])[CH2:27]2)[N:7]2[C:12]3[CH:13]=[CH:14][N:15](S(C4C=CC(C)=CC=4)(=O)=O)[C:11]=3[N:10]=[CH:9][C:8]=12)[CH:2]=C.I([O-])(=O)(=O)=[O:41].[Na+].[BH4-].[Na+].Cl.[OH-].[Na+]. The catalyst is O1CCOCC1.O.CCOC(C)=O.[NH4+].[Cl-].[Os](=O)(=O)(=O)=O. The product is [CH2:31]([C@H:30]1[C@@H:26]([C:6]2[N:7]3[C:12]4[CH:13]=[CH:14][NH:15][C:11]=4[N:10]=[CH:9][C:8]3=[C:4]([CH2:1][CH2:2][OH:41])[N:5]=2)[CH2:27][C@@H:28]([NH:33][S:34]([CH:37]2[CH2:39][CH2:38]2)(=[O:36])=[O:35])[CH2:29]1)[CH3:32]. The yield is 0.200. (10) The reactants are Br[C:2]1[CH:3]=[CH:4][C:5]2[O:14][CH2:13][CH2:12][C:11]3[S:10][C:9]([C:15]4[N:16]([CH:20]([CH3:22])[CH3:21])[N:17]=[CH:18][N:19]=4)=[N:8][C:7]=3[C:6]=2[CH:23]=1.[C:24]1([S:30]([N:33]2[CH:37]=[C:36](B3OC(C)(C)C(C)(C)O3)[CH:35]=[N:34]2)(=[O:32])=[O:31])[CH:29]=[CH:28][CH:27]=[CH:26][CH:25]=1. No catalyst specified. The product is [C:24]1([S:30]([N:33]2[CH:37]=[C:36]([C:2]3[CH:3]=[CH:4][C:5]4[O:14][CH2:13][CH2:12][C:11]5[S:10][C:9]([C:15]6[N:16]([CH:20]([CH3:22])[CH3:21])[N:17]=[CH:18][N:19]=6)=[N:8][C:7]=5[C:6]=4[CH:23]=3)[CH:35]=[N:34]2)(=[O:32])=[O:31])[CH:25]=[CH:26][CH:27]=[CH:28][CH:29]=1. The yield is 0.390.